This data is from Reaction yield outcomes from USPTO patents with 853,638 reactions. The task is: Predict the reaction yield, written as a fraction of the theoretical maximum amount of product (1.0 means a 100% yield; for example, 0.34 means a 34% yield). The product is [F:1][C:2]1[CH:33]=[C:32]([F:34])[CH:31]=[CH:30][C:3]=1[O:4][C:5]1[CH:10]=[CH:9][C:8]([CH2:11][S:12]([CH3:15])(=[O:13])=[O:14])=[CH:7][C:6]=1[C:16]1[C:24]2[CH:23]=[C:22]([CH2:25][CH3:26])[NH:21][C:20](=[O:27])[C:19]=2[N:18]([CH3:29])[CH:17]=1. No catalyst specified. The reactants are [F:1][C:2]1[CH:33]=[C:32]([F:34])[CH:31]=[CH:30][C:3]=1[O:4][C:5]1[CH:10]=[CH:9][C:8]([CH2:11][S:12]([CH3:15])(=[O:14])=[O:13])=[CH:7][C:6]=1[C:16]1[C:24]2[C:19](=[C:20]([O:27]C)[N:21]=[C:22]([CH2:25][CH3:26])[CH:23]=2)[N:18]([CH3:29])[CH:17]=1.Cl.O1CCOCC1. The yield is 0.900.